This data is from Forward reaction prediction with 1.9M reactions from USPTO patents (1976-2016). The task is: Predict the product of the given reaction. (1) Given the reactants C(O[CH:4](SCC)[C@@H:5]1[CH2:9][CH2:8][CH2:7][N:6]1[C:10](=[O:42])[C:11]1[CH:16]=[C:15]([O:17][CH3:18])[C:14]([O:19][CH2:20][CH2:21][CH2:22][O:23][C:24]2[C:38]([O:39][CH3:40])=[CH:37][C:27]3[C:28](=[O:36])[N:29]4[CH2:35][CH2:34][CH2:33][C@H:30]4[CH2:31][NH:32][C:26]=3[CH:25]=2)=[CH:13][C:12]=1[NH2:41])C.C([O-])([O-])=O.[Ca+2].CCOC(C)=O, predict the reaction product. The product is: [CH3:18][O:17][C:15]1[C:14]([O:19][CH2:20][CH2:21][CH2:22][O:23][C:24]2[C:38]([O:39][CH3:40])=[CH:37][C:27]3[C:28](=[O:36])[N:29]4[CH2:35][CH2:34][CH2:33][C@H:30]4[CH2:31][NH:32][C:26]=3[CH:25]=2)=[CH:13][C:12]2[N:41]=[CH:4][C@@H:5]3[CH2:9][CH2:8][CH2:7][N:6]3[C:10](=[O:42])[C:11]=2[CH:16]=1. (2) Given the reactants S([N:11]1[C:19]2[C:14](=[CH:15][CH:16]=[CH:17][CH:18]=2)[C:13]([CH2:20]Br)=[CH:12]1)(C1C=CC(C)=CC=1)(=O)=O.[C:22]([O-:25])([O-])=O.[K+].[K+].[Cl:28][C:29]1[CH:34]=[C:33]([Cl:35])[CH:32]=[CH:31][C:30]=1B(O)O, predict the reaction product. The product is: [Cl:28][C:29]1[CH:34]=[C:33]([Cl:35])[CH:32]=[CH:31][C:30]=1[C:22]([CH2:20][C:13]1[C:14]2[C:19](=[CH:18][CH:17]=[CH:16][CH:15]=2)[NH:11][CH:12]=1)=[O:25]. (3) Given the reactants Cl[C:2]1[CH:7]=[C:6]([NH:8][C:9]2[CH:19]=[CH:18][CH:17]=[CH:16][C:10]=2[C:11]([NH:13][O:14][CH3:15])=[O:12])[C:5]([Cl:20])=[CH:4][N:3]=1.[CH3:21][C:22]1[CH:23]=[N:24][N:25]([CH2:28][CH:29]([CH3:31])[CH3:30])[C:26]=1[NH2:27].C(=O)([O-])[O-].[Cs+].[Cs+].C1C=CC(P(C2C(C3C(P(C4C=CC=CC=4)C4C=CC=CC=4)=CC=C4C=3C=CC=C4)=C3C(C=CC=C3)=CC=2)C2C=CC=CC=2)=CC=1, predict the reaction product. The product is: [Cl:20][C:5]1[C:6]([NH:8][C:9]2[CH:19]=[CH:18][CH:17]=[CH:16][C:10]=2[C:11]([NH:13][O:14][CH3:15])=[O:12])=[CH:7][C:2]([NH:27][C:26]2[N:25]([CH2:28][CH:29]([CH3:30])[CH3:31])[N:24]=[CH:23][C:22]=2[CH3:21])=[N:3][CH:4]=1. (4) Given the reactants Cl[C:2]1[N:7]=[C:6]([N:8]2[CH2:13][CH2:12][O:11][CH2:10][C@@H:9]2[CH3:14])[CH:5]=[C:4]([C:15]([S:18]([CH:21]([CH3:23])[CH3:22])(=[O:20])=[O:19])([CH3:17])[CH3:16])[N:3]=1.C(=O)([O-])[O-].[Na+].[Na+].C[N:31]([CH:33]=O)C, predict the reaction product. The product is: [CH3:14][C@H:9]1[CH2:10][O:11][CH2:12][CH2:13][N:8]1[C:6]1[CH:5]=[C:4]([C:15]([S:18]([CH:21]([CH3:23])[CH3:22])(=[O:20])=[O:19])([CH3:17])[CH3:16])[N:3]=[C:2]([C:4]2[CH:15]=[CH:16][C:33]([NH2:31])=[CH:6][CH:5]=2)[N:7]=1.